Predict which catalyst facilitates the given reaction. From a dataset of Catalyst prediction with 721,799 reactions and 888 catalyst types from USPTO. (1) Reactant: [N:1]12[CH2:8][CH2:7][CH:4]([CH2:5][CH2:6]1)[CH:3]([C:9]([OH:11])=O)[CH2:2]2.S(Cl)([Cl:14])=O. Product: [ClH:14].[N:1]12[CH2:8][CH2:7][CH:4]([CH2:5][CH2:6]1)[CH:3]([C:9]([Cl:14])=[O:11])[CH2:2]2. The catalyst class is: 11. (2) Reactant: [NH2:1][C:2]1[C:7]([Cl:8])=[CH:6][C:5]([OH:9])=[C:4]([O:10][C:11]2[CH:16]=[CH:15][C:14]([Cl:17])=[CH:13][C:12]=2[Cl:18])[CH:3]=1.[F:19][C:20]1[CH:25]=[CH:24][C:23]([N:26]=[C:27]=[S:28])=[CH:22][CH:21]=1. Product: [Cl:8][C:7]1[CH:6]=[C:5]([OH:9])[C:4]([O:10][C:11]2[CH:16]=[CH:15][C:14]([Cl:17])=[CH:13][C:12]=2[Cl:18])=[CH:3][C:2]=1[NH:1][C:27]([NH:26][C:23]1[CH:24]=[CH:25][C:20]([F:19])=[CH:21][CH:22]=1)=[S:28]. The catalyst class is: 365. (3) Reactant: [NH2:1][C:2]1[CH:3]=[CH:4][C:5]([N:10]2[CH:14]=[N:13][C:12]([CH3:15])=[N:11]2)=[C:6]([CH:9]=1)[C:7]#[N:8].[C:16](N1C=CC=CC1=O)(N1C=CC=CC1=O)=[S:17]. Product: [N:1]([C:2]1[CH:3]=[CH:4][C:5]([N:10]2[CH:14]=[N:13][C:12]([CH3:15])=[N:11]2)=[C:6]([CH:9]=1)[C:7]#[N:8])=[C:16]=[S:17]. The catalyst class is: 4. (4) Reactant: CN(C(ON1N=NC2C=CC=NC1=2)=[N+](C)C)C.F[P-](F)(F)(F)(F)F.[C:25]([O:29][C:30]([N:32]1[CH2:36][C@H:35]([F:37])[CH2:34][C@H:33]1[C:38]([OH:40])=O)=[O:31])([CH3:28])([CH3:27])[CH3:26].Cl.[Cl:42][C:43]1[CH:48]=[C:47]([CH2:49][NH2:50])[CH:46]=[CH:45][N:44]=1.CCN(C(C)C)C(C)C. Product: [Cl:42][C:43]1[CH:48]=[C:47]([CH2:49][NH:50][C:38]([C@@H:33]2[CH2:34][C@@H:35]([F:37])[CH2:36][N:32]2[C:30]([O:29][C:25]([CH3:26])([CH3:27])[CH3:28])=[O:31])=[O:40])[CH:46]=[CH:45][N:44]=1. The catalyst class is: 3. (5) Reactant: [Cl:1][C:2]1[CH:7]=[CH:6][C:5]([N:8]2[C:17](=[O:18])[C:16]3[C:11](=[CH:12][C:13]([N+:19]([O-])=O)=[CH:14][CH:15]=3)[N:10]=[C:9]2[CH:22]([CH3:24])[CH3:23])=[CH:4][CH:3]=1. Product: [NH2:19][C:13]1[CH:12]=[C:11]2[C:16]([C:17](=[O:18])[N:8]([C:5]3[CH:6]=[CH:7][C:2]([Cl:1])=[CH:3][CH:4]=3)[C:9]([CH:22]([CH3:24])[CH3:23])=[N:10]2)=[CH:15][CH:14]=1. The catalyst class is: 770. (6) Product: [C:12]([O:11][C:9]([N:27]([CH2:28][CH:29]1[CH2:34][CH2:33][N:32]([C:35]2[CH:40]=[CH:39][CH:38]=[CH:37][C:36]=2[OH:41])[CH2:31][CH2:30]1)[CH2:26][C@@H:23]1[O:22][C:21]2[CH:43]=[C:17]([Cl:16])[CH:18]=[CH:19][C:20]=2[O:25][CH2:24]1)=[O:10])([CH3:13])([CH3:14])[CH3:15]. Reactant: [C:9](O[C:9]([O:11][C:12]([CH3:15])([CH3:14])[CH3:13])=[O:10])([O:11][C:12]([CH3:15])([CH3:14])[CH3:13])=[O:10].[Cl:16][C:17]1[CH:18]=[CH:19][C:20]2[O:25][CH2:24][C@H:23]([CH2:26][NH:27][CH2:28][CH:29]3[CH2:34][CH2:33][N:32]([C:35]4[CH:40]=[CH:39][CH:38]=[CH:37][C:36]=4[O:41]C)[CH2:31][CH2:30]3)[O:22][C:21]=2[CH:43]=1. The catalyst class is: 5. (7) Reactant: [O:1]1[C:5]2[CH:6]=[CH:7][CH:8]=[CH:9][C:4]=2[CH:3]=[C:2]1[C:10]([NH:12][C@@H:13]([CH2:29][CH2:30][CH2:31][NH:32][C:33]([O:35][CH2:36][C:37]1[CH:42]=[CH:41][CH:40]=[CH:39][CH:38]=1)=[O:34])[C:14]([NH:16][C:17]1[CH:28]=[CH:27][CH:26]=[CH:25][C:18]=1[O:19][CH2:20][C:21]([O:23]C)=[O:22])=[O:15])=[O:11].[OH-].[Na+:44]. Product: [O:1]1[C:5]2[CH:6]=[CH:7][CH:8]=[CH:9][C:4]=2[CH:3]=[C:2]1[C:10]([NH:12][C@@H:13]([CH2:29][CH2:30][CH2:31][NH:32][C:33]([O:35][CH2:36][C:37]1[CH:38]=[CH:39][CH:40]=[CH:41][CH:42]=1)=[O:34])[C:14]([NH:16][C:17]1[CH:28]=[CH:27][CH:26]=[CH:25][C:18]=1[O:19][CH2:20][C:21]([O-:23])=[O:22])=[O:15])=[O:11].[Na+:44]. The catalyst class is: 111. (8) Reactant: [CH3:1][N:2]([CH3:45])[C:3]([NH:5][C:6]1[CH:11]=[CH:10][C:9]([C:12]2[C:16]([C:17]3[CH:22]=[CH:21][N:20]=[C:19]4[NH:23][C:24]([C:26]5[CH:31]=[CH:30][CH:29]=[C:28]([CH2:32][OH:33])[CH:27]=5)=[CH:25][C:18]=34)=[CH:15][N:14]([CH2:34][CH2:35][N:36]([CH3:44])[C:37](=[O:43])[O:38][C:39]([CH3:42])([CH3:41])[CH3:40])[N:13]=2)=[CH:8][CH:7]=1)=[O:4]. Product: [CH3:45][N:2]([CH3:1])[C:3]([NH:5][C:6]1[CH:11]=[CH:10][C:9]([C:12]2[C:16]([C:17]3[CH:22]=[CH:21][N:20]=[C:19]4[NH:23][C:24]([C:26]5[CH:31]=[CH:30][CH:29]=[C:28]([CH:32]=[O:33])[CH:27]=5)=[CH:25][C:18]=34)=[CH:15][N:14]([CH2:34][CH2:35][N:36]([CH3:44])[C:37](=[O:43])[O:38][C:39]([CH3:40])([CH3:41])[CH3:42])[N:13]=2)=[CH:8][CH:7]=1)=[O:4]. The catalyst class is: 703. (9) Reactant: [CH2:1]([N:8]1[C:13]2[CH:14]=[C:15]([Cl:21])[C:16]([CH:18]([OH:20])[CH3:19])=[CH:17][C:12]=2[O:11][CH:10]([C:22]([N:24]2[CH2:29][CH2:28][C:27]([CH2:32][C:33]3[CH:38]=[CH:37][C:36]([F:39])=[CH:35][CH:34]=3)([C:30]#[N:31])[CH2:26][CH2:25]2)=[O:23])[CH2:9]1)[C:2]1[CH:7]=[CH:6][CH:5]=[CH:4][CH:3]=1. Product: [C:18]([C:16]1[C:15]([Cl:21])=[CH:14][C:13]2[N:8]([CH2:1][C:2]3[CH:3]=[CH:4][CH:5]=[CH:6][CH:7]=3)[CH2:9][CH:10]([C:22]([N:24]3[CH2:29][CH2:28][C:27]([CH2:32][C:33]4[CH:38]=[CH:37][C:36]([F:39])=[CH:35][CH:34]=4)([C:30]#[N:31])[CH2:26][CH2:25]3)=[O:23])[O:11][C:12]=2[CH:17]=1)(=[O:20])[CH3:19]. The catalyst class is: 13. (10) The catalyst class is: 85. Product: [Br:10][C:11]1[CH:12]=[N:13][CH:14]=[CH:15][C:16]=1[CH2:17][O:18][C:19]1[CH:20]=[N:21][C:22]([N:25]2[CH2:30][CH2:29][N:28]([C:31]3[N:32]=[C:50]([C@@H:49]([O:48][CH3:47])[CH3:53])[O:34][N:33]=3)[CH2:27][C@H:26]2[CH3:35])=[N:23][CH:24]=1. Reactant: C(N(C(C)C)C(C)C)C.[Br:10][C:11]1[CH:12]=[N:13][CH:14]=[CH:15][C:16]=1[CH2:17][O:18][C:19]1[CH:20]=[N:21][C:22]([N:25]2[CH2:30][CH2:29][N:28](/[C:31](=[N:33]/[OH:34])/[NH2:32])[CH2:27][C@H:26]2[CH3:35])=[N:23][CH:24]=1.O.ON1C2C=CC=CC=2N=N1.[CH3:47][O:48][C@@H:49]([CH3:53])[C:50](O)=O.Cl.CN(C)CCCN=C=NCC.